Task: Predict the reactants needed to synthesize the given product.. Dataset: Full USPTO retrosynthesis dataset with 1.9M reactions from patents (1976-2016) (1) Given the product [CH3:12][O:13][C:14]1[CH:21]=[CH:20][C:17]([CH2:18][NH:19][C:2]2[C:3]3[S:10][C:9]([I:11])=[CH:8][C:4]=3[N:5]=[CH:6][N:7]=2)=[CH:16][CH:15]=1, predict the reactants needed to synthesize it. The reactants are: Cl[C:2]1[C:3]2[S:10][C:9]([I:11])=[CH:8][C:4]=2[N:5]=[CH:6][N:7]=1.[CH3:12][O:13][C:14]1[CH:21]=[CH:20][C:17]([CH2:18][NH2:19])=[CH:16][CH:15]=1. (2) Given the product [CH3:12][C:10]1[N:11]=[C:3]2[C:2]([O:1][CH2:19][CH2:20][CH:21]([CH3:23])[CH3:22])=[CH:7][C:6]([CH3:8])=[CH:5][N:4]2[C:9]=1[C:13]([O:15][CH2:16][CH3:17])=[O:14], predict the reactants needed to synthesize it. The reactants are: [OH:1][C:2]1[C:3]2[N:4]([C:9]([C:13]([O:15][CH2:16][CH3:17])=[O:14])=[C:10]([CH3:12])[N:11]=2)[CH:5]=[C:6]([CH3:8])[CH:7]=1.I[CH2:19][CH2:20][CH:21]([CH3:23])[CH3:22].C(=O)([O-])[O-].[Cs+].[Cs+].O. (3) Given the product [Br:20][C:7]1[C:6](=[O:8])[N:5]([C:9]2[CH:14]=[C:13]([C:15]([F:18])([F:16])[F:17])[CH:12]=[CH:11][N:10]=2)[C:4](=[O:19])[C:3]=1[O:2][CH3:1], predict the reactants needed to synthesize it. The reactants are: [CH3:1][O:2][C:3]1[C:4](=[O:19])[N:5]([C:9]2[CH:14]=[C:13]([C:15]([F:18])([F:17])[F:16])[CH:12]=[CH:11][N:10]=2)[C:6](=[O:8])[CH:7]=1.[Br:20]Br.C(N(CC)CC)C. (4) Given the product [CH3:3][O:4][C:5](=[O:31])[CH:6]([NH:15][C:16]1[CH:21]=[CH:20][CH:19]=[CH:18][C:17]=1[C:22](=[O:30])[C:23]1[CH:28]=[CH:27][C:26]([CH3:29])=[CH:25][CH:24]=1)[CH2:7][C:8]1[CH:9]=[CH:10][C:11]([O:14][CH2:34][CH2:33][Br:32])=[CH:12][CH:13]=1, predict the reactants needed to synthesize it. The reactants are: [OH-].[K+].[CH3:3][O:4][C:5](=[O:31])[CH:6]([NH:15][C:16]1[CH:21]=[CH:20][CH:19]=[CH:18][C:17]=1[C:22](=[O:30])[C:23]1[CH:28]=[CH:27][C:26]([CH3:29])=[CH:25][CH:24]=1)[CH2:7][C:8]1[CH:13]=[CH:12][C:11]([OH:14])=[CH:10][CH:9]=1.[Br:32][CH2:33][CH2:34]Br. (5) The reactants are: [Cl:1][C:2]1[C:9]([O:10]C)=[CH:8][CH:7]=[C:6]([F:12])[C:3]=1[CH:4]=[O:5].B(Br)(Br)Br. Given the product [Cl:1][C:2]1[C:9]([OH:10])=[CH:8][CH:7]=[C:6]([F:12])[C:3]=1[CH:4]=[O:5], predict the reactants needed to synthesize it. (6) Given the product [CH2:1]([N:8]1[C:16](=[O:17])[C:15]2[NH:14][CH:13]=[N:12][C:11]=2[N:10]=[CH:9]1)[C:2]1[CH:3]=[CH:4][CH:5]=[CH:6][CH:7]=1, predict the reactants needed to synthesize it. The reactants are: [CH2:1]([N:8]1[C:16](=[O:17])[C:15]2[N:14]=[CH:13][N:12]([C@H]3O[C@@H](CO)[C@H](O)[C@@H]3O)[C:11]=2[N:10]=[CH:9]1)[C:2]1[CH:7]=[CH:6][CH:5]=[CH:4][CH:3]=1.Cl[Si](C(C)C)(C(C)C)O[Si](Cl)(C(C)C)C(C)C. (7) The reactants are: CC1C=CC(S([O:11][CH2:12][C@@H:13]2[CH2:18][O:17][C@@H:16]([C@H:19]3[O:23][N:22]=[C:21]([C:24]4[CH:29]=[C:28]([C:30](=[O:41])[NH:31][CH2:32][C:33]5[CH:38]=[CH:37][C:36]([F:39])=[C:35]([Cl:40])[CH:34]=5)[N:27]=[C:26]([CH3:42])[N:25]=4)[CH2:20]3)[CH2:15][O:14]2)(=O)=O)=CC=1.O.[OH-].[Na+]. Given the product [Cl:40][C:35]1[CH:34]=[C:33]([CH:38]=[CH:37][C:36]=1[F:39])[CH2:32][NH:31][C:30]([C:28]1[CH:29]=[C:24]([C:21]2[CH2:20][C@@H:19]([C@H:16]3[CH2:15][O:14][C@H:13]([CH2:12][OH:11])[CH2:18][O:17]3)[O:23][N:22]=2)[N:25]=[C:26]([CH3:42])[N:27]=1)=[O:41].[Cl:40][C:35]1[CH:34]=[C:33]([CH:38]=[CH:37][C:36]=1[F:39])[CH2:32][NH:31][C:30]([C:28]1[CH:29]=[C:24]([C:21]2[CH2:20][C@H:19]([C@H:16]3[CH2:15][O:14][C@H:13]([CH2:12][OH:11])[CH2:18][O:17]3)[O:23][N:22]=2)[N:25]=[C:26]([CH3:42])[N:27]=1)=[O:41], predict the reactants needed to synthesize it.